This data is from Forward reaction prediction with 1.9M reactions from USPTO patents (1976-2016). The task is: Predict the product of the given reaction. (1) Given the reactants [Cl:1][C:2]1[CH:3]=[C:4]2[C:8](=[CH:9][CH:10]=1)[N:7]([CH2:11][C:12]1[CH:13]=[C:14]([CH:19]=[CH:20][N:21]=1)[C:15]([O:17]C)=[O:16])[N:6]=[CH:5]2.O[Li].O.O, predict the reaction product. The product is: [Cl:1][C:2]1[CH:3]=[C:4]2[C:8](=[CH:9][CH:10]=1)[N:7]([CH2:11][C:12]1[CH:13]=[C:14]([CH:19]=[CH:20][N:21]=1)[C:15]([OH:17])=[O:16])[N:6]=[CH:5]2. (2) The product is: [CH2:21]([C:16]1[CH:15]=[C:14]([C:12]2[O:11][N:10]=[C:9]([C:7]3[CH:6]=[C:5]([CH3:23])[C:4]([O:24][CH2:47][C@H:45]4[CH2:44][O:46]4)=[C:3]([CH2:1][CH3:2])[CH:8]=3)[N:13]=2)[CH:19]=[C:18]([CH3:20])[N:17]=1)[CH3:22]. Given the reactants [CH2:1]([C:3]1[CH:8]=[C:7]([C:9]2[N:13]=[C:12]([C:14]3[CH:19]=[C:18]([CH3:20])[N:17]=[C:16]([CH2:21][CH3:22])[CH:15]=3)[O:11][N:10]=2)[CH:6]=[C:5]([CH3:23])[C:4]=1[OH:24])[CH3:2].C1C=CC(P(C2C=CC=CC=2)C2C=CC=CC=2)=CC=1.[CH2:44]1[O:46][C@H:45]1[CH2:47]O.CCOC(/N=N/C(OCC)=O)=O, predict the reaction product. (3) Given the reactants C[O:2][C:3](=[O:39])[C@@:4]([NH:35][C:36]([NH2:38])=[NH:37])([NH:11][C:12](=[O:34])[C@@H:13]([N:21]([C:23](=[O:33])[CH2:24][CH2:25][C:26]1[CH:31]=[CH:30][C:29]([OH:32])=[CH:28][CH:27]=1)[CH3:22])[CH2:14][C:15]1[CH:20]=[CH:19][CH:18]=[CH:17][CH:16]=1)[CH2:5][CH2:6][CH2:7][N+:8]([O-:10])=[O:9].O.[OH-].[Li+].O.FC(F)(F)C(O)=O, predict the reaction product. The product is: [N+:8]([CH2:7][CH2:6][CH2:5][C@:4]([NH:35][C:36]([NH2:38])=[NH:37])([NH:11][C:12](=[O:34])[C@@H:13]([N:21]([C:23](=[O:33])[CH2:24][CH2:25][C:26]1[CH:31]=[CH:30][C:29]([OH:32])=[CH:28][CH:27]=1)[CH3:22])[CH2:14][C:15]1[CH:16]=[CH:17][CH:18]=[CH:19][CH:20]=1)[C:3]([OH:39])=[O:2])([O-:10])=[O:9]. (4) Given the reactants Cl.[NH2:2][C@@H:3]([CH2:25][CH:26]1[CH2:30][CH2:29][CH2:28][CH2:27]1)[C:4]([NH:6][C@H:7]1[CH2:13][CH2:12][C@@H:11]([CH3:14])[N:10]([S:15]([C:18]2[CH:23]=[CH:22][CH:21]=[CH:20][N:19]=2)(=[O:17])=[O:16])[CH2:9][C@@H:8]1[OH:24])=[O:5].[CH3:31][C:32]1[N:33]2[N:43]=[C:42]([CH3:44])[CH:41]=[C:34]2[N:35]=[N:36][C:37]=1[C:38](O)=[O:39].CC(OI1(OC(C)=O)(OC(C)=O)OC(=O)C2C=CC=CC1=2)=O, predict the reaction product. The product is: [CH:26]1([CH2:25][C@H:3]([NH:2][C:38]([C:37]2[N:36]=[N:35][C:34]3=[CH:41][C:42]([CH3:44])=[N:43][N:33]3[C:32]=2[CH3:31])=[O:39])[C:4](=[O:5])[NH:6][C@H:7]2[CH2:13][CH2:12][C@@H:11]([CH3:14])[N:10]([S:15]([C:18]3[CH:23]=[CH:22][CH:21]=[CH:20][N:19]=3)(=[O:16])=[O:17])[CH2:9][C:8]2=[O:24])[CH2:27][CH2:28][CH2:29][CH2:30]1. (5) Given the reactants [F:1][C:2]1[CH:7]=[CH:6][C:5]([F:8])=[CH:4][C:3]=1[CH:9]([S:20]([C:23]1[CH:28]=[CH:27][C:26]([O:29][CH3:30])=[C:25]([F:31])[CH:24]=1)(=[O:22])=[O:21])[C:10]1[C:11]([CH3:19])=[CH:12][C:13]([C:16]([OH:18])=O)=[N:14][CH:15]=1.[NH2:32][CH2:33][CH2:34][OH:35].ON1C2C=CC=CC=2N=N1.CN1CCOCC1.Cl.C(N=C=NCCCN(C)C)C, predict the reaction product. The product is: [F:1][C:2]1[CH:7]=[CH:6][C:5]([F:8])=[CH:4][C:3]=1[CH:9]([S:20]([C:23]1[CH:28]=[CH:27][C:26]([O:29][CH3:30])=[C:25]([F:31])[CH:24]=1)(=[O:21])=[O:22])[C:10]1[C:11]([CH3:19])=[CH:12][C:13]([C:16]([NH:32][CH2:33][CH2:34][OH:35])=[O:18])=[N:14][CH:15]=1.